Dataset: CYP1A2 inhibition data for predicting drug metabolism from PubChem BioAssay. Task: Regression/Classification. Given a drug SMILES string, predict its absorption, distribution, metabolism, or excretion properties. Task type varies by dataset: regression for continuous measurements (e.g., permeability, clearance, half-life) or binary classification for categorical outcomes (e.g., BBB penetration, CYP inhibition). Dataset: cyp1a2_veith. (1) The molecule is CC(=O)[C@H]([C@@H](c1ccccc1)N1CCOCC1)N1CCOCC1. The result is 0 (non-inhibitor). (2) The drug is c1csc(CN2CC3(CCNCC3)C2)n1. The result is 0 (non-inhibitor). (3) The compound is CCCN(CCC)CCCNS(=O)(=O)c1cc(Br)cc2c1N(C(C)=O)CC2. The result is 0 (non-inhibitor).